From a dataset of Reaction yield outcomes from USPTO patents with 853,638 reactions. Predict the reaction yield, written as a fraction of the theoretical maximum amount of product (1.0 means a 100% yield; for example, 0.34 means a 34% yield). (1) The yield is 0.640. The reactants are [Al+3].[Cl-].[Cl-].[Cl-].C(NB)(C)(C)C.[CH2:11]([N:18]1[CH2:26][CH:25]2[CH:21]([C:22](=O)[C:23]3[CH:29]=[CH:28][S:27][C:24]=32)[CH2:20][CH2:19]1)[C:12]1[CH:17]=[CH:16][CH:15]=[CH:14][CH:13]=1.[Al+3].[Cl-].[Cl-].[Cl-].B.Cl.[OH-].[Na+]. The catalyst is C(Cl)Cl. The product is [CH2:11]([N:18]1[CH2:26][CH:25]2[CH:21]([CH2:22][C:23]3[CH:29]=[CH:28][S:27][C:24]=32)[CH2:20][CH2:19]1)[C:12]1[CH:17]=[CH:16][CH:15]=[CH:14][CH:13]=1. (2) The reactants are [CH2:1]([C:4]1[CH:18]=[CH:17][C:7]([C:8]([O:10][CH2:11][CH2:12][Si:13]([CH3:16])([CH3:15])[CH3:14])=[O:9])=[C:6]([CH3:19])[C:5]=1[OH:20])[CH:2]=[CH2:3].[CH3:21][C:22]1([CH3:29])[C:26]([CH3:28])([CH3:27])[O:25][BH:24][O:23]1. The catalyst is C1C=CC(P(C2C=CC=CC=2)C2C=CC=CC=2)=CC=1.C1C=CC(P(C2C=CC=CC=2)C2C=CC=CC=2)=CC=1.C1C=CC(P(C2C=CC=CC=2)C2C=CC=CC=2)=CC=1.[Cl-].[Rh].C1COCC1. The product is [CH3:14][Si:13]([CH3:16])([CH3:15])[CH2:12][CH2:11][O:10][C:8](=[O:9])[C:7]1[CH:17]=[CH:18][C:4]([CH2:1][CH2:2][CH2:3][B:24]2[O:25][C:26]([CH3:28])([CH3:27])[C:22]([CH3:29])([CH3:21])[O:23]2)=[C:5]([OH:20])[C:6]=1[CH3:19]. The yield is 0.770. (3) The reactants are [CH3:1][S:2]([NH:5][CH2:6][CH2:7][C:8]1[CH:13]=[CH:12][CH:11]=[CH:10][CH:9]=1)(=[O:4])=[O:3].S(=O)(=O)(O)O.II.[I:21](O)(=O)(=O)=O. The catalyst is C(O)(=O)C.O. The product is [I:21][C:11]1[CH:12]=[CH:13][C:8]([CH2:7][CH2:6][NH:5][S:2]([CH3:1])(=[O:4])=[O:3])=[CH:9][CH:10]=1. The yield is 0.602. (4) The reactants are [N:1]1([C:6]2[CH:11]=[CH:10][C:9]([C:12](=[O:14])[CH3:13])=[CH:8][CH:7]=2)[CH:5]=[CH:4][N:3]=[CH:2]1.[Cl:15][C:16]1[CH:17]=[C:18]([C:23](=[O:28])[C:24]([F:27])([F:26])[F:25])[CH:19]=[C:20]([Cl:22])[CH:21]=1.C(N(CCCC)CCCC)CCC. The catalyst is C1(C)C=CC=CC=1. The product is [N:1]1([C:6]2[CH:7]=[CH:8][C:9]([C:12](=[O:14])[CH2:13][C:23]([C:18]3[CH:19]=[C:20]([Cl:22])[CH:21]=[C:16]([Cl:15])[CH:17]=3)([OH:28])[C:24]([F:27])([F:26])[F:25])=[CH:10][CH:11]=2)[CH:5]=[CH:4][N:3]=[CH:2]1. The yield is 0.857. (5) The reactants are [OH:1][C:2]1[CH:3]=[C:4]([CH2:8][C:9]([OH:11])=O)[CH:5]=[CH:6][CH:7]=1.O[N:13]1[C:17]2[CH:18]=[CH:19][CH:20]=[CH:21][C:16]=2N=N1.Cl.CN(C)[CH2:25][CH2:26][CH2:27]N=C=NCC.[CH3:34]N(C)C=O. No catalyst specified. The product is [OH:1][C:2]1[CH:3]=[C:4]([CH2:8][C:9]([NH:13][C:17]2[C:16]3[C:21](=[CH:34][CH:27]=[CH:26][CH:25]=3)[CH:20]=[CH:19][CH:18]=2)=[O:11])[CH:5]=[CH:6][CH:7]=1. The yield is 0.940.